This data is from Experimental lipophilicity measurements (octanol/water distribution) for 4,200 compounds from AstraZeneca. The task is: Regression/Classification. Given a drug SMILES string, predict its absorption, distribution, metabolism, or excretion properties. Task type varies by dataset: regression for continuous measurements (e.g., permeability, clearance, half-life) or binary classification for categorical outcomes (e.g., BBB penetration, CYP inhibition). For this dataset (lipophilicity_astrazeneca), we predict Y. (1) The compound is CCn1c2ccccc2c2cc(NC(=O)N3CCOCC3)ccc21. The Y is 3.20 logD. (2) The compound is c1cc(-c2ccc3nc(Nc4ccc(OCCN5CCCC5)cc4)ncc3c2)ccn1. The Y is 2.66 logD.